From a dataset of Full USPTO retrosynthesis dataset with 1.9M reactions from patents (1976-2016). Predict the reactants needed to synthesize the given product. (1) Given the product [CH:13]1([CH2:19][O:20][C:21]2[CH:22]=[C:23]([CH:37]=[CH:38][CH:39]=2)[C:24]([NH:26][C:27]2[CH:32]=[CH:31][CH:30]=[CH:29][C:28]=2[S:33]([NH:34][C:1](=[O:11])[CH2:2][CH2:3][CH2:4][CH2:5][CH2:6][CH2:7][CH2:8][CH2:9][CH3:10])(=[O:36])=[O:35])=[O:25])[CH2:18][CH2:17][CH2:16][CH2:15][CH2:14]1, predict the reactants needed to synthesize it. The reactants are: [C:1](Cl)(=[O:11])[CH2:2][CH2:3][CH2:4][CH2:5][CH2:6][CH2:7][CH2:8][CH2:9][CH3:10].[CH:13]1([CH2:19][O:20][C:21]2[CH:22]=[C:23]([CH:37]=[CH:38][CH:39]=2)[C:24]([NH:26][C:27]2[CH:32]=[CH:31][CH:30]=[CH:29][C:28]=2[S:33](=[O:36])(=[O:35])[NH2:34])=[O:25])[CH2:18][CH2:17][CH2:16][CH2:15][CH2:14]1. (2) Given the product [OH:14][CH2:13][CH2:12][C:7]1[CH:8]=[C:9]2[C:4](=[CH:5][CH:6]=1)[CH:3]=[C:2]([N:16]1[C:17](=[O:21])[CH:18]=[CH:19][CH:20]=[N:15]1)[CH:11]=[CH:10]2, predict the reactants needed to synthesize it. The reactants are: Br[C:2]1[CH:3]=[C:4]2[C:9](=[CH:10][CH:11]=1)[CH:8]=[C:7]([CH2:12][CH2:13][OH:14])[CH:6]=[CH:5]2.[N:15]1[NH:16][C:17](=[O:21])[CH:18]=[CH:19][CH:20]=1.C([O-])([O-])=O.[K+].[K+]. (3) Given the product [Cl:1][C:2]1[N:10]=[C:9]2[C:5]([N:6]=[CH:7][NH:8]2)=[C:4]([N:12]2[C:20]3[C:15](=[CH:16][CH:17]=[CH:18][CH:19]=3)[CH2:14][CH2:13]2)[N:3]=1, predict the reactants needed to synthesize it. The reactants are: [Cl:1][C:2]1[N:10]=[C:9]2[C:5]([NH:6][CH:7]=[N:8]2)=[C:4](Cl)[N:3]=1.[NH:12]1[C:20]2[C:15](=[CH:16][CH:17]=[CH:18][CH:19]=2)[CH2:14][CH2:13]1. (4) Given the product [NH2:1][C:2]1[N:10]=[CH:9][N:8]=[C:7]2[C:3]=1[N:4]=[CH:5][N:6]2[C@H:11]1[C@@H:15]2[O:16][C:17]([CH3:19])([CH3:20])[O:18][C@@H:14]2[C@@H:13]([CH2:21][N:22]([CH2:37][CH3:38])[CH2:23][CH2:24][CH2:25][NH2:26])[O:12]1, predict the reactants needed to synthesize it. The reactants are: [NH2:1][C:2]1[N:10]=[CH:9][N:8]=[C:7]2[C:3]=1[N:4]=[CH:5][N:6]2[C@H:11]1[C@@H:15]2[O:16][C:17]([CH3:20])([CH3:19])[O:18][C@@H:14]2[C@@H:13]([CH2:21][N:22]([CH2:37][CH3:38])[CH2:23][CH2:24][CH2:25][N:26]2C(=O)C3C(=CC=CC=3)C2=O)[O:12]1.NN.O. (5) Given the product [C:36]([N:32]1[CH2:33][CH2:34][C@@H:29]([NH:28][C:26]([C:22]2[C:18]3[N:19]=[CH:20][N:21]=[C:16]([C:8]4[CH:9]=[C:10]([F:15])[C:11]([O:13][CH3:14])=[CH:12][C:7]=4[O:6][CH2:5][CH:2]4[CH2:4][CH2:3]4)[C:17]=3[NH:24][C:23]=2[CH3:25])=[O:27])[C@H:30]([OH:35])[CH2:31]1)(=[O:38])[CH3:37], predict the reactants needed to synthesize it. The reactants are: Cl.[CH:2]1([CH2:5][O:6][C:7]2[CH:12]=[C:11]([O:13][CH3:14])[C:10]([F:15])=[CH:9][C:8]=2[C:16]2[C:17]3[NH:24][C:23]([CH3:25])=[C:22]([C:26]([NH:28][C@@H:29]4[CH2:34][CH2:33][NH:32][CH2:31][C@H:30]4[OH:35])=[O:27])[C:18]=3[N:19]=[CH:20][N:21]=2)[CH2:4][CH2:3]1.[C:36](Cl)(=[O:38])[CH3:37]. (6) Given the product [Cl:1][C:2]1[CH:10]=[C:9]([CH:11]=[O:12])[C:8]2[C:4](=[CH:5][N:6]([CH:13]3[CH2:14][CH2:15]3)[N:7]=2)[CH:3]=1, predict the reactants needed to synthesize it. The reactants are: [Cl:1][C:2]1[CH:10]=[C:9]([CH2:11][OH:12])[C:8]2[C:4](=[CH:5][N:6]([CH:13]3[CH2:15][CH2:14]3)[N:7]=2)[CH:3]=1.C(N(CC)CC)C. (7) The reactants are: [C:1]([O:5][C:6]([N:8]1[CH2:13][CH2:12][NH:11][CH2:10][CH2:9]1)=[O:7])([CH3:4])([CH3:3])[CH3:2].F[C:15]1[CH:22]=[CH:21][C:20]([N+:23]([O-:25])=[O:24])=[CH:19][C:16]=1[C:17]#[N:18].C(=O)([O-])[O-].[K+].[K+]. Given the product [C:1]([O:5][C:6]([N:8]1[CH2:13][CH2:12][N:11]([C:15]2[CH:22]=[CH:21][C:20]([N+:23]([O-:25])=[O:24])=[CH:19][C:16]=2[C:17]#[N:18])[CH2:10][CH2:9]1)=[O:7])([CH3:4])([CH3:2])[CH3:3], predict the reactants needed to synthesize it. (8) Given the product [CH:5]1([NH:8][N:9]=[CH:11][C:12](=[O:13])[CH3:14])[CH2:7][CH2:6]1, predict the reactants needed to synthesize it. The reactants are: C(O)(=O)C.[CH:5]1([NH:8][NH2:9])[CH2:7][CH2:6]1.Cl.[CH:11](=O)[C:12]([CH3:14])=[O:13]. (9) Given the product [CH3:15][O:14][C:13]1[C:8]2[C:6](=[O:7])[CH:1]3[CH2:5][CH:4]([CH:3]=[CH:2]3)[C:9]=2[CH:10]=[CH:11][CH:12]=1, predict the reactants needed to synthesize it. The reactants are: [CH:1]1([C:6]([C:8]2[C:13]([O:14][CH3:15])=[CH:12][CH:11]=[CH:10][C:9]=2OS(C(F)(F)F)(=O)=O)=[O:7])[CH2:5][CH:4]=[CH:3][CH2:2]1.C(N(CC)CC)C.C([O-])(=O)C.[K+].C1(P(C2C=CC=CC=2)CCCP(C2C=CC=CC=2)C2C=CC=CC=2)C=CC=CC=1. (10) Given the product [F:24][C:25]([F:32])([F:31])[S:26]([O-:29])(=[O:28])=[O:27].[CH3:25][N:8]1[C:7]([C:1]2[CH:6]=[CH:5][CH:4]=[CH:3][CH:2]=2)=[CH:11][N+:10]([CH2:12][O:13][C:14]2[CH:23]=[CH:22][C:21]3[C:16](=[CH:17][CH:18]=[CH:19][CH:20]=3)[CH:15]=2)=[CH:9]1, predict the reactants needed to synthesize it. The reactants are: [C:1]1([C:7]2[N:8]=[CH:9][N:10]([CH2:12][O:13][C:14]3[CH:23]=[CH:22][C:21]4[C:16](=[CH:17][CH:18]=[CH:19][CH:20]=4)[CH:15]=3)[CH:11]=2)[CH:6]=[CH:5][CH:4]=[CH:3][CH:2]=1.[F:24][C:25]([F:32])([F:31])[S:26]([O:29]C)(=[O:28])=[O:27].